Dataset: Full USPTO retrosynthesis dataset with 1.9M reactions from patents (1976-2016). Task: Predict the reactants needed to synthesize the given product. (1) Given the product [OH:1][C:2]1[CH:3]=[CH:4][C:5]([C:6]([NH:11][C:12]2[CH:13]=[CH:14][C:15]([CH3:31])=[C:16]([NH:18][C:19]3[N:24]=[C:23]([C:25]4[CH:26]=[N:27][CH:28]=[CH:29][CH:30]=4)[CH:22]=[CH:21][N:20]=3)[CH:17]=2)=[O:8])=[CH:9][CH:10]=1, predict the reactants needed to synthesize it. The reactants are: [OH:1][C:2]1[CH:10]=[CH:9][C:5]([C:6]([OH:8])=O)=[CH:4][CH:3]=1.[NH2:11][C:12]1[CH:13]=[CH:14][C:15]([CH3:31])=[C:16]([NH:18][C:19]2[N:24]=[C:23]([C:25]3[CH:26]=[N:27][CH:28]=[CH:29][CH:30]=3)[CH:22]=[CH:21][N:20]=2)[CH:17]=1.C(Cl)CCl.C1C=CC2N(O)N=NC=2C=1. (2) The reactants are: [C:1]([C:5]1[CH:9]=[C:8]([NH:10][C:11]([NH:13][C@@H:14]2[C:23]3[C:18](=[CH:19][CH:20]=[CH:21][CH:22]=3)[C@H:17]([O:24][C:25]3[CH:26]=[CH:27][C:28]4[N:29]([C:31]([N:34]5[CH2:39][CH2:38][CH2:37][CH2:36][C@@H:35]5[CH3:40])=[N:32][N:33]=4)[CH:30]=3)[CH2:16][CH2:15]2)=[O:12])[N:7]([C:41]2[CH:42]=[C:43]([CH:50]=[CH:51][CH:52]=2)[CH2:44][O:45]S(C)(=O)=O)[N:6]=1)([CH3:4])([CH3:3])[CH3:2].CCN(C(C)C)C(C)C.Cl.[F:63][CH:64]1[CH2:69][CH2:68][NH:67][CH2:66][CH2:65]1.C1C[O:73]CC1. Given the product [CH:44]([OH:45])=[O:73].[C:1]([C:5]1[CH:9]=[C:8]([NH:10][C:11]([NH:13][C@@H:14]2[C:23]3[C:18](=[CH:19][CH:20]=[CH:21][CH:22]=3)[C@H:17]([O:24][C:25]3[CH:26]=[CH:27][C:28]4[N:29]([C:31]([N:34]5[CH2:39][CH2:38][CH2:37][CH2:36][C@@H:35]5[CH3:40])=[N:32][N:33]=4)[CH:30]=3)[CH2:16][CH2:15]2)=[O:12])[N:7]([C:41]2[CH:52]=[CH:51][CH:50]=[C:43]([CH2:44][N:67]3[CH2:68][CH2:69][CH:64]([F:63])[CH2:65][CH2:66]3)[CH:42]=2)[N:6]=1)([CH3:4])([CH3:3])[CH3:2], predict the reactants needed to synthesize it. (3) Given the product [F:3][C:4]1[CH:5]=[C:6]2[C:10](=[CH:11][CH:12]=1)[N:9]=[C:23]([C:19]1[CH:20]=[CH:21][CH:22]=[C:17]([C:16]([F:15])([F:27])[F:28])[CH:18]=1)[C:24]([CH3:25])=[C:7]2[C:8]([OH:13])=[O:1], predict the reactants needed to synthesize it. The reactants are: [OH-:1].[K+].[F:3][C:4]1[CH:5]=[C:6]2[C:10](=[CH:11][CH:12]=1)[NH:9][C:8](=[O:13])[C:7]2=O.[F:15][C:16]([F:28])([F:27])[C:17]1[CH:18]=[C:19]([C:23](=O)[CH2:24][CH3:25])[CH:20]=[CH:21][CH:22]=1. (4) Given the product [NH2:1][C@@H:2]1[C:11]2[C:6](=[CH:7][CH:8]=[CH:9][CH:10]=2)[C@H:5]([O:12][C:16]2[CH:17]=[CH:18][C:19]3[N:20]([C:22]([N:25]([CH3:34])[CH2:26][CH2:27][N:28]4[CH2:33][CH2:32][O:31][CH2:30][CH2:29]4)=[N:23][N:24]=3)[CH:21]=2)[CH2:4][CH2:3]1, predict the reactants needed to synthesize it. The reactants are: [NH2:1][C@@H:2]1[C:11]2[C:6](=[CH:7][CH:8]=[CH:9][CH:10]=2)[C@H:5]([OH:12])[CH2:4][CH2:3]1.[H-].[Na+].F[C:16]1[CH:17]=[CH:18][C:19]2[N:20]([C:22]([N:25]([CH3:34])[CH2:26][CH2:27][N:28]3[CH2:33][CH2:32][O:31][CH2:30][CH2:29]3)=[N:23][N:24]=2)[CH:21]=1.N. (5) Given the product [Br:1][CH:5]1[CH2:6][CH2:7][C:8](=[O:9])[NH:3][C:4]1=[O:10], predict the reactants needed to synthesize it. The reactants are: [Br:1]Br.[NH:3]1[C:8](=[O:9])[CH2:7][CH2:6][CH2:5][C:4]1=[O:10]. (6) The reactants are: [F:1][C:2]1[CH:7]=[C:6]([C:8]([CH3:10])=[CH2:9])[CH:5]=[CH:4][C:3]=1[S:11]([NH:14][C:15]1[CH:20]=[CH:19][C:18]([C@@H:21]2[CH2:25][CH2:24][N:23]([CH2:26][CH2:27][CH3:28])[CH2:22]2)=[CH:17][CH:16]=1)(=[O:13])=[O:12]. Given the product [F:1][C:2]1[CH:7]=[C:6]([CH:8]([CH3:10])[CH3:9])[CH:5]=[CH:4][C:3]=1[S:11]([NH:14][C:15]1[CH:20]=[CH:19][C:18]([C@@H:21]2[CH2:25][CH2:24][N:23]([CH2:26][CH2:27][CH3:28])[CH2:22]2)=[CH:17][CH:16]=1)(=[O:12])=[O:13], predict the reactants needed to synthesize it. (7) Given the product [OH:4][C@H:5]1[CH2:9][CH2:8][N:7]([C:10]2[CH:15]=[CH:14][C:13]([C:16]([NH:17][C:18]3[CH:23]=[CH:22][CH:21]=[CH:20][C:19]=3[NH:24][C:31](=[O:32])[O:30][C:27]([CH3:29])([CH3:28])[CH3:26])=[O:25])=[CH:12][CH:11]=2)[CH2:6]1, predict the reactants needed to synthesize it. The reactants are: C([O:4][C@H:5]1[CH2:9][CH2:8][N:7]([C:10]2[CH:15]=[CH:14][C:13]([C:16](=[O:25])[NH:17][C:18]3[CH:23]=[CH:22][CH:21]=[CH:20][C:19]=3[NH2:24])=[CH:12][CH:11]=2)[CH2:6]1)(=O)C.[CH3:26][C:27]([O:30][C:31](O[C:31]([O:30][C:27]([CH3:29])([CH3:28])[CH3:26])=[O:32])=[O:32])([CH3:29])[CH3:28]. (8) Given the product [Cl:39][C:25]1[C:26]([NH:28][C:29]2([CH2:35][C:36]([NH2:38])=[O:37])[CH2:34][CH2:33][CH2:32][CH2:31][CH2:30]2)=[N:27][C:22]([NH:1][C:2]2[C:18]([O:19][CH3:20])=[CH:17][C:5]3[CH2:6][CH2:7][N:8]([CH2:11][C:12](=[O:13])[N:14]([CH3:16])[CH3:15])[CH2:9][CH2:10][C:4]=3[CH:3]=2)=[N:23][CH:24]=1, predict the reactants needed to synthesize it. The reactants are: [NH2:1][C:2]1[C:18]([O:19][CH3:20])=[CH:17][C:5]2[CH2:6][CH2:7][N:8]([CH2:11][C:12]([N:14]([CH3:16])[CH3:15])=[O:13])[CH2:9][CH2:10][C:4]=2[CH:3]=1.Cl[C:22]1[N:27]=[C:26]([NH:28][C:29]2([CH2:35][C:36]([NH2:38])=[O:37])[CH2:34][CH2:33][CH2:32][CH2:31][CH2:30]2)[C:25]([Cl:39])=[CH:24][N:23]=1. (9) Given the product [NH2:8][C:6]1[N:7]=[C:2]([C:12]#[N:13])[CH:3]=[C:4]([O:9][CH3:10])[CH:5]=1, predict the reactants needed to synthesize it. The reactants are: Br[C:2]1[N:7]=[C:6]([NH2:8])[CH:5]=[C:4]([O:9][CH3:10])[CH:3]=1.[Cu][C:12]#[N:13]. (10) Given the product [NH:25]1[CH2:26][CH2:27][CH2:28][C@@H:24]1[C:22]([NH:21][C@H:19]([C:16]1[CH:15]=[CH:14][C:13]([C:11]([O:10][CH3:9])=[O:12])=[CH:18][CH:17]=1)[CH3:20])=[O:23], predict the reactants needed to synthesize it. The reactants are: C(=O)(OC(C)(C)C)N.[CH3:9][O:10][C:11]([C:13]1[CH:18]=[CH:17][C:16]([C@@H:19]([NH:21][C:22]([C@H:24]2[CH2:28][CH2:27][CH2:26][N:25]2C(OC(C)(C)C)=O)=[O:23])[CH3:20])=[CH:15][CH:14]=1)=[O:12].